Dataset: Forward reaction prediction with 1.9M reactions from USPTO patents (1976-2016). Task: Predict the product of the given reaction. (1) Given the reactants [Br:1][C:2]1[CH:7]=[CH:6][C:5]([CH:8]([OH:10])[CH3:9])=[CH:4][CH:3]=1.[H-].[Na+].[CH3:13]I, predict the reaction product. The product is: [CH3:2][CH2:3][CH2:4][CH:5]([CH3:8])[CH3:6].[Br:1][C:2]1[CH:7]=[CH:6][C:5]([CH:8]([O:10][CH3:13])[CH3:9])=[CH:4][CH:3]=1. (2) Given the reactants CO[C:3]1[CH:8]=[CH:7][C:6]([C@@H:9]([N:11]([CH2:22][C:23]2[N:24]=[C:25]3[CH:30]=[CH:29][CH:28]=[C:27]([N:31]4[CH2:36][CH2:35][N:34]([CH3:37])[CH2:33][CH2:32]4)[N:26]3[CH:38]=2)[C@@H:12]2[C:21]3[N:20]=[CH:19][CH:18]=[CH:17][C:16]=3[CH2:15][CH2:14][CH2:13]2)C)=[CH:5][CH:4]=1.[F:39]C1C=CC(C=O)=CC=1, predict the reaction product. The product is: [F:39][C:3]1[CH:8]=[CH:7][C:6]([CH2:9][N:11]([CH2:22][C:23]2[N:24]=[C:25]3[CH:30]=[CH:29][CH:28]=[C:27]([N:31]4[CH2:36][CH2:35][N:34]([CH3:37])[CH2:33][CH2:32]4)[N:26]3[CH:38]=2)[C@@H:12]2[C:21]3[N:20]=[CH:19][CH:18]=[CH:17][C:16]=3[CH2:15][CH2:14][CH2:13]2)=[CH:5][CH:4]=1. (3) Given the reactants [C:1]([O:6][C@@H:7]1[C@@H:19]([O:20][C:21](=[O:25])[CH2:22][CH2:23][CH3:24])[C@H:18]([CH3:26])[O:17][C@@H:9](SC2C=CC=CC=2)[C@@H:8]1[O:27][CH2:28][C:29]1[CH:34]=[CH:33][CH:32]=[CH:31][CH:30]=1)(=[O:5])[CH2:2][CH2:3][CH3:4].[Br:35]Br, predict the reaction product. The product is: [C:1]([O:6][C@@H:7]1[C@@H:19]([O:20][C:21](=[O:25])[CH2:22][CH2:23][CH3:24])[C@H:18]([CH3:26])[O:17][C@@H:9]([Br:35])[C@@H:8]1[O:27][CH2:28][C:29]1[CH:34]=[CH:33][CH:32]=[CH:31][CH:30]=1)(=[O:5])[CH2:2][CH2:3][CH3:4]. (4) Given the reactants [N+]([C:4]1[CH:12]=[CH:11][C:7]([C:8](O)=O)=[CH:6][CH:5]=1)([O-])=O.[CH:13](=O)C1C=CC=CC=1.[C:21]([O:24][CH2:25]C)(=[O:23])[CH3:22], predict the reaction product. The product is: [CH3:13][C:22](=[CH:8][C:7]1[CH:11]=[CH:12][CH:4]=[CH:5][CH:6]=1)[C:21]([O:24][CH3:25])=[O:23].